Dataset: Forward reaction prediction with 1.9M reactions from USPTO patents (1976-2016). Task: Predict the product of the given reaction. Given the reactants Br[C:2]1[C:7]2[NH:8][C:9](=[O:30])[N:10]([C:12]3[CH:21]=[C:20]4[C:15]([CH2:16][CH2:17][CH:18]([C:22]5[C:27]([F:28])=[CH:26][CH:25]=[CH:24][N:23]=5)[O:19]4)=[CH:14][C:13]=3[Cl:29])[CH2:11][C:6]=2[C:5]([Cl:31])=[CH:4][N:3]=1.[Cu][C:33]#[N:34].C(=O)([O-])O.[Na+], predict the reaction product. The product is: [Cl:31][C:5]1[C:6]2[CH2:11][N:10]([C:12]3[CH:21]=[C:20]4[C:15]([CH2:16][CH2:17][CH:18]([C:22]5[C:27]([F:28])=[CH:26][CH:25]=[CH:24][N:23]=5)[O:19]4)=[CH:14][C:13]=3[Cl:29])[C:9](=[O:30])[NH:8][C:7]=2[C:2]([C:33]#[N:34])=[N:3][CH:4]=1.